Predict the reactants needed to synthesize the given product. From a dataset of Full USPTO retrosynthesis dataset with 1.9M reactions from patents (1976-2016). (1) Given the product [C:49]([O:52][C@H:11]1[C@H:10]([O:51][C:49](=[O:52])[CH3:50])[C@@H:9]([O:4][C:1](=[O:3])[CH3:2])[C@H:8]([C:24]2[CH:29]=[CH:28][C:27]([Cl:30])=[C:26]([CH2:31][C:32]3[CH:37]=[CH:36][C:35]([O:38][CH2:39][CH2:40][OH:41])=[CH:34][CH:33]=3)[CH:25]=2)[O:7][C@@H:6]1[CH2:5][O:4][C:1](=[O:3])[CH3:2])(=[O:51])[CH3:50], predict the reactants needed to synthesize it. The reactants are: [C:1]([O:4][CH2:5][C@H:6]1[C@H:11](CC([O-])=O)[C@H:10](CC([O-])=O)[C@H:9](CC([O-])=O)[C@@H:8]([C:24]2[CH:29]=[CH:28][C:27]([Cl:30])=[C:26]([CH2:31][C:32]3[CH:37]=[CH:36][C:35]([O:38][CH2:39][CH2:40][O:41][Si](C(C)(C)C)(C)C)=[CH:34][CH:33]=3)[CH:25]=2)[O:7]1)(=[O:3])[CH3:2].[C:49]([OH:52])(=[O:51])[CH3:50]. (2) Given the product [CH2:3]([N:2]([CH3:1])[C:11]1[CH:16]=[N:15][CH:14]=[C:13]([Cl:17])[N:12]=1)[C:4]1[CH:9]=[CH:8][CH:7]=[CH:6][CH:5]=1, predict the reactants needed to synthesize it. The reactants are: [CH3:1][NH:2][CH2:3][C:4]1[CH:9]=[CH:8][CH:7]=[CH:6][CH:5]=1.Cl[C:11]1[CH:16]=[N:15][CH:14]=[C:13]([Cl:17])[N:12]=1. (3) Given the product [CH:1]1([N:4]2[C:8]([C:9]3([C:13]4[S:14][CH:15]=[CH:16][CH:17]=4)[CH2:10][CH2:11][CH2:12]3)=[N:7][N:6]=[C:5]2[C:18]2[CH:19]=[C:20]([C:21]([OH:23])=[O:22])[CH:25]=[CH:26][CH:27]=2)[CH2:2][CH2:3]1, predict the reactants needed to synthesize it. The reactants are: [CH:1]1([N:4]2[C:8]([C:9]3([C:13]4[S:14][CH:15]=[CH:16][CH:17]=4)[CH2:12][CH2:11][CH2:10]3)=[N:7][N:6]=[C:5]2[C:18]2[CH:19]=[C:20]([CH:25]=[CH:26][CH:27]=2)[C:21]([O:23]C)=[O:22])[CH2:3][CH2:2]1.[OH-].[Na+].C(OCC)(=O)C. (4) Given the product [CH3:1][O:2][C:3]1[CH:47]=[CH:46][CH:45]=[CH:44][C:4]=1[CH2:5][O:6][CH2:7][CH2:8][CH2:9][O:10][C:11]1[CH:12]=[CH:13][C:14]([CH:17]2[CH2:22][CH2:21][N:20]([C:23]([O:25][C:26]([CH3:29])([CH3:27])[CH3:28])=[O:24])[CH2:19][CH:18]2[O:30][CH2:31][CH2:32][O:48][C:49]2[CH:54]=[CH:53][CH:52]=[CH:51][C:50]=2[NH:55][C:56](=[O:61])[CH2:57][CH2:58][O:59][CH3:60])=[CH:15][CH:16]=1, predict the reactants needed to synthesize it. The reactants are: [CH3:1][O:2][C:3]1[CH:47]=[CH:46][CH:45]=[CH:44][C:4]=1[CH2:5][O:6][CH2:7][CH2:8][CH2:9][O:10][C:11]1[CH:16]=[CH:15][C:14]([CH:17]2[CH2:22][CH2:21][N:20]([C:23]([O:25][C:26]([CH3:29])([CH3:28])[CH3:27])=[O:24])[CH2:19][CH:18]2[O:30][CH2:31][CH2:32]OS(C2C=CC(C)=CC=2)(=O)=O)=[CH:13][CH:12]=1.[OH:48][C:49]1[CH:54]=[CH:53][CH:52]=[CH:51][C:50]=1[NH:55][C:56](=[O:61])[CH2:57][CH2:58][O:59][CH3:60]. (5) Given the product [CH:25]1([NH:24][C:22]([C:21]2[CH:28]=[CH:29][C:30]([CH3:31])=[C:19]([C:14]3[CH:15]=[C:16]4[C:11](=[CH:12][CH:13]=3)[N:10]=[C:9]([NH:8][CH2:3][CH2:2][NH:1][C:43](=[O:44])[O:42][CH3:41])[N:18]=[CH:17]4)[CH:20]=2)=[O:23])[CH2:26][CH2:27]1, predict the reactants needed to synthesize it. The reactants are: [NH2:1][C@H:2]1CCCC[C@@H:3]1[NH:8][C:9]1[N:18]=[CH:17][C:16]2[C:11](=[CH:12][CH:13]=[C:14]([C:19]3[CH:20]=[C:21]([CH:28]=[CH:29][C:30]=3[CH3:31])[C:22]([NH:24][CH:25]3[CH2:27][CH2:26]3)=[O:23])[CH:15]=2)[N:10]=1.C(N(C(C)C)C(C)C)C.[CH3:41][O:42][C:43](Cl)=[O:44].C(=O)(O)[O-].[Na+]. (6) Given the product [Cl:25][C:26]1[N:27]=[N:28][C:29]([N:13]2[CH2:14][CH2:15][CH:16]([C:19]3[CH:23]=[C:22]([NH2:24])[NH:21][N:20]=3)[CH2:17][CH2:18]2)=[CH:30][CH:31]=1, predict the reactants needed to synthesize it. The reactants are: C1CCN2C(=NCCC2)CC1.Cl.[NH:13]1[CH2:18][CH2:17][CH:16]([C:19]2[CH:23]=[C:22]([NH2:24])[NH:21][N:20]=2)[CH2:15][CH2:14]1.[Cl:25][C:26]1[N:27]=[N:28][C:29](Cl)=[CH:30][CH:31]=1.O.